From a dataset of Full USPTO retrosynthesis dataset with 1.9M reactions from patents (1976-2016). Predict the reactants needed to synthesize the given product. (1) The reactants are: Cl.[C@H:2]12[CH2:8][C@H:5]([NH:6][CH2:7]1)[CH2:4][N:3]2[CH2:9][C@@H:10]([C:12]1[C:13]([CH3:22])=[C:14]2[C:18](=[CH:19][CH:20]=1)[C:17](=[O:21])[O:16][CH2:15]2)[OH:11].[CH3:23][C:24]1[CH:25]=[C:26]([S:35](Cl)(=[O:37])=[O:36])[CH:27]=[CH:28][C:29]=1[N:30]1[CH:34]=[N:33][N:32]=[N:31]1. Given the product [OH:11][C@H:10]([C:12]1[C:13]([CH3:22])=[C:14]2[C:18](=[CH:19][CH:20]=1)[C:17](=[O:21])[O:16][CH2:15]2)[CH2:9][N:3]1[CH2:4][C@@H:5]2[CH2:8][C@H:2]1[CH2:7][N:6]2[S:35]([C:26]1[CH:27]=[CH:28][C:29]([N:30]2[CH:34]=[N:33][N:32]=[N:31]2)=[C:24]([CH3:23])[CH:25]=1)(=[O:37])=[O:36], predict the reactants needed to synthesize it. (2) Given the product [CH3:27][CH:28]1[CH2:30][N:29]1[C:5]1[N:10]=[C:9]([C:11]2[N:15]3[CH:16]=[CH:17][CH:18]=[CH:19][C:14]3=[N:13][C:12]=2[C:20]2[CH:25]=[CH:24][CH:23]=[C:22]([CH3:26])[N:21]=2)[CH:8]=[CH:7][N:6]=1, predict the reactants needed to synthesize it. The reactants are: CS([C:5]1[N:10]=[C:9]([C:11]2[N:15]3[CH:16]=[CH:17][CH:18]=[CH:19][C:14]3=[N:13][C:12]=2[C:20]2[CH:25]=[CH:24][CH:23]=[C:22]([CH3:26])[N:21]=2)[CH:8]=[CH:7][N:6]=1)(=O)=O.[CH3:27][CH:28]1[CH2:30][NH:29]1. (3) Given the product [CH2:63]([S:64]([NH:67][C:23]([CH:20]1[CH2:19][CH2:18][N:17]([C:4]2[C:3]([C:1]#[N:2])=[CH:8][C:7]([C:9]([O:11][CH2:12][CH3:13])=[O:10])=[C:6]([N:14]([CH3:16])[CH3:15])[N:5]=2)[CH2:22][CH2:21]1)=[O:25])(=[O:66])=[O:65])[C:57]1[CH:62]=[CH:61][CH:60]=[CH:59][CH:58]=1, predict the reactants needed to synthesize it. The reactants are: [C:1]([C:3]1[C:4]([N:17]2[CH2:22][CH2:21][CH:20]([C:23]([OH:25])=O)[CH2:19][CH2:18]2)=[N:5][C:6]([N:14]([CH3:16])[CH3:15])=[C:7]([C:9]([O:11][CH2:12][CH3:13])=[O:10])[CH:8]=1)#[N:2].CN(C(ON1N=NC2C=CC=CC1=2)=[N+](C)C)C.[B-](F)(F)(F)F.CCN(C(C)C)C(C)C.[C:57]1([CH2:63][S:64]([NH2:67])(=[O:66])=[O:65])[CH:62]=[CH:61][CH:60]=[CH:59][CH:58]=1. (4) Given the product [Cl:1][C:2]1[CH:3]=[C:4]([NH:9][C:10]([C:12]2[C:13](=[O:25])[N:14]([C:19]3[CH:20]=[CH:21][CH:22]=[CH:23][CH:24]=3)[N:15]([CH3:18])[C:16]=2[CH3:17])=[O:11])[CH:5]=[CH:6][C:7]=1[O:8][C:33]1[CH:38]=[CH:37][N:36]=[C:35]([C:39]([NH2:41])=[O:40])[CH:34]=1, predict the reactants needed to synthesize it. The reactants are: [Cl:1][C:2]1[CH:3]=[C:4]([NH:9][C:10]([C:12]2[C:13](=[O:25])[N:14]([C:19]3[CH:24]=[CH:23][CH:22]=[CH:21][CH:20]=3)[N:15]([CH3:18])[C:16]=2[CH3:17])=[O:11])[CH:5]=[CH:6][C:7]=1[OH:8].CC([O-])(C)C.[K+].Cl[C:33]1[CH:38]=[CH:37][N:36]=[C:35]([C:39]([NH2:41])=[O:40])[CH:34]=1. (5) Given the product [N:1]1[CH:6]=[CH:5][CH:4]=[C:3]([C:7]2[CH:11]=[C:10]([C:12]([F:13])([F:14])[F:15])[N:9]([C:16]3[CH:17]=[N:18][C:19]([NH:22][C:23](=[O:30])[C:24]4[CH:29]=[CH:28][CH:27]=[CH:26][CH:25]=4)=[N:20][CH:21]=3)[N:8]=2)[CH:2]=1, predict the reactants needed to synthesize it. The reactants are: [N:1]1[CH:6]=[CH:5][CH:4]=[C:3]([C:7]2[CH:11]=[C:10]([C:12]([F:15])([F:14])[F:13])[N:9]([C:16]3[CH:17]=[N:18][C:19]([NH2:22])=[N:20][CH:21]=3)[N:8]=2)[CH:2]=1.[C:23](Cl)(=[O:30])[C:24]1[CH:29]=[CH:28][CH:27]=[CH:26][CH:25]=1.C(=O)(O)[O-].[Na+]. (6) The reactants are: [O:1]1[C:6]2[CH:7]=[CH:8][C:9]([CH2:11][N:12]([CH:20]3[CH2:25][CH2:24][N:23]([CH2:26][CH2:27][N:28]4[C:37]5[C:32](=[CH:33][C:34]([CH:38]([CH3:40])[CH3:39])=[CH:35][CH:36]=5)[CH:31]=[CH:30][C:29]4=[O:41])[CH2:22][CH2:21]3)C(=O)OC(C)(C)C)=[CH:10][C:5]=2[O:4][CH2:3][CH2:2]1.[ClH:42].O1CCOCC1. Given the product [ClH:42].[O:1]1[C:6]2[CH:7]=[CH:8][C:9]([CH2:11][NH:12][CH:20]3[CH2:21][CH2:22][N:23]([CH2:26][CH2:27][N:28]4[C:37]5[C:32](=[CH:33][C:34]([CH:38]([CH3:39])[CH3:40])=[CH:35][CH:36]=5)[CH:31]=[CH:30][C:29]4=[O:41])[CH2:24][CH2:25]3)=[CH:10][C:5]=2[O:4][CH2:3][CH2:2]1, predict the reactants needed to synthesize it.